Dataset: Reaction yield outcomes from USPTO patents with 853,638 reactions. Task: Predict the reaction yield, written as a fraction of the theoretical maximum amount of product (1.0 means a 100% yield; for example, 0.34 means a 34% yield). The reactants are [C:1]([NH:8][CH2:9][CH2:10][NH2:11])([O:3][C:4]([CH3:7])([CH3:6])[CH3:5])=[O:2].[CH3:12][N:13]1[CH:17]=[C:16]([S:18](Cl)(=[O:20])=[O:19])[N:15]=[CH:14]1.S(Cl)(Cl)(=O)=O.CCN(C(C)C)C(C)C. The catalyst is CC#N. The product is [C:4]([O:3][C:1]([NH:8][CH2:9][CH2:10][NH:11][S:18]([C:16]1[N:15]=[CH:14][N:13]([CH3:12])[CH:17]=1)(=[O:20])=[O:19])=[O:2])([CH3:5])([CH3:6])[CH3:7]. The yield is 0.950.